This data is from NCI-60 drug combinations with 297,098 pairs across 59 cell lines. The task is: Regression. Given two drug SMILES strings and cell line genomic features, predict the synergy score measuring deviation from expected non-interaction effect. (1) Drug 2: CCC1(CC2CC(C3=C(CCN(C2)C1)C4=CC=CC=C4N3)(C5=C(C=C6C(=C5)C78CCN9C7C(C=CC9)(C(C(C8N6C)(C(=O)OC)O)OC(=O)C)CC)OC)C(=O)OC)O.OS(=O)(=O)O. Synergy scores: CSS=44.4, Synergy_ZIP=1.90, Synergy_Bliss=0.482, Synergy_Loewe=-38.5, Synergy_HSA=-0.511. Drug 1: C1CC(=O)NC(=O)C1N2CC3=C(C2=O)C=CC=C3N. Cell line: HL-60(TB). (2) Drug 1: C1CCC(C1)C(CC#N)N2C=C(C=N2)C3=C4C=CNC4=NC=N3. Drug 2: C1CCN(CC1)CCOC2=CC=C(C=C2)C(=O)C3=C(SC4=C3C=CC(=C4)O)C5=CC=C(C=C5)O. Cell line: SNB-75. Synergy scores: CSS=1.94, Synergy_ZIP=1.46, Synergy_Bliss=4.02, Synergy_Loewe=-0.477, Synergy_HSA=0.397. (3) Drug 1: C1C(C(OC1N2C=C(C(=O)NC2=O)F)CO)O. Drug 2: C1C(C(OC1N2C=NC(=NC2=O)N)CO)O. Cell line: NCI-H226. Synergy scores: CSS=0.535, Synergy_ZIP=-0.0941, Synergy_Bliss=0.861, Synergy_Loewe=-0.821, Synergy_HSA=-0.353. (4) Drug 1: C1CC(=O)NC(=O)C1N2C(=O)C3=CC=CC=C3C2=O. Drug 2: CC(C)CN1C=NC2=C1C3=CC=CC=C3N=C2N. Cell line: MOLT-4. Synergy scores: CSS=-6.15, Synergy_ZIP=4.25, Synergy_Bliss=4.70, Synergy_Loewe=-3.67, Synergy_HSA=-2.30. (5) Drug 1: CC1=C2C(C(=O)C3(C(CC4C(C3C(C(C2(C)C)(CC1OC(=O)C(C(C5=CC=CC=C5)NC(=O)OC(C)(C)C)O)O)OC(=O)C6=CC=CC=C6)(CO4)OC(=O)C)OC)C)OC. Drug 2: CC12CCC(CC1=CCC3C2CCC4(C3CC=C4C5=CN=CC=C5)C)O. Cell line: M14. Synergy scores: CSS=58.1, Synergy_ZIP=7.28, Synergy_Bliss=7.52, Synergy_Loewe=-2.10, Synergy_HSA=7.37. (6) Drug 1: CC1=CC=C(C=C1)C2=CC(=NN2C3=CC=C(C=C3)S(=O)(=O)N)C(F)(F)F. Drug 2: COC1=C2C(=CC3=C1OC=C3)C=CC(=O)O2. Cell line: SNB-19. Synergy scores: CSS=-9.67, Synergy_ZIP=2.28, Synergy_Bliss=-1.86, Synergy_Loewe=-5.55, Synergy_HSA=-5.28. (7) Drug 1: CCN(CC)CCCC(C)NC1=C2C=C(C=CC2=NC3=C1C=CC(=C3)Cl)OC. Drug 2: C1CC(=O)NC(=O)C1N2C(=O)C3=CC=CC=C3C2=O. Cell line: SF-268. Synergy scores: CSS=7.28, Synergy_ZIP=-3.98, Synergy_Bliss=-2.06, Synergy_Loewe=-8.03, Synergy_HSA=-3.57. (8) Drug 1: CC1CCC2CC(C(=CC=CC=CC(CC(C(=O)C(C(C(=CC(C(=O)CC(OC(=O)C3CCCCN3C(=O)C(=O)C1(O2)O)C(C)CC4CCC(C(C4)OC)OCCO)C)C)O)OC)C)C)C)OC. Drug 2: CC1C(C(CC(O1)OC2CC(CC3=C2C(=C4C(=C3O)C(=O)C5=C(C4=O)C(=CC=C5)OC)O)(C(=O)CO)O)N)O.Cl. Cell line: MALME-3M. Synergy scores: CSS=50.6, Synergy_ZIP=-3.67, Synergy_Bliss=0.896, Synergy_Loewe=2.70, Synergy_HSA=4.05.